From a dataset of Peptide-MHC class II binding affinity with 134,281 pairs from IEDB. Regression. Given a peptide amino acid sequence and an MHC pseudo amino acid sequence, predict their binding affinity value. This is MHC class II binding data. (1) The binding affinity (normalized) is 0.338. The MHC is HLA-DPA10201-DPB10501 with pseudo-sequence HLA-DPA10201-DPB10501. The peptide sequence is KVSDDITYVATATLP. (2) The peptide sequence is LLVTFKNAHAKKPEV. The MHC is DRB1_1501 with pseudo-sequence DRB1_1501. The binding affinity (normalized) is 1.00. (3) The peptide sequence is SGDVLWDIPTPKIIE. The MHC is DRB1_0901 with pseudo-sequence DRB1_0901. The binding affinity (normalized) is 0.763.